This data is from Full USPTO retrosynthesis dataset with 1.9M reactions from patents (1976-2016). The task is: Predict the reactants needed to synthesize the given product. (1) Given the product [CH3:1][N:2]([CH3:10])[C:3]1[CH:4]=[C:5]([NH:9][C:12]2[CH:13]=[C:14]([NH2:18])[N:15]=[CH:16][N:17]=2)[CH:6]=[CH:7][CH:8]=1, predict the reactants needed to synthesize it. The reactants are: [CH3:1][N:2]([CH3:10])[C:3]1[CH:8]=[CH:7][CH:6]=[C:5]([NH2:9])[CH:4]=1.Cl[C:12]1[N:17]=[CH:16][N:15]=[C:14]([NH2:18])[CH:13]=1.Cl.C([O-])([O-])=O.[Na+].[Na+]. (2) Given the product [CH2:13]([NH:10][C:11]([NH:15][C:19]1[CH:20]=[CH:21][C:22]([C:28]2[CH:29]=[C:61]3[C:60]([CH2:66][CH2:65][N:64]([C:6]([C:4]4[N:3]=[CH:2][O:1][CH:5]=4)=[O:8])[CH2:63]3)=[C:59]([N:67]3[CH2:68][CH2:69][O:70][CH2:71][CH2:72]3)[CH:27]=2)=[CH:23][CH:18]=1)=[O:12])[CH3:36], predict the reactants needed to synthesize it. The reactants are: [O:1]1[CH:5]=[C:4]([C:6]([OH:8])=O)[N:3]=[CH:2]1.C[N:10]([CH3:13])[CH:11]=[O:12].O[N:15]1[C:19]2[CH:20]=[CH:21][CH:22]=[CH:23][C:18]=2N=N1.Cl.CN(C)[CH2:27][CH2:28][CH2:29]N=C=NCC.[CH:36](N(CC)C(C)C)(C)C.C(NC(NC1C=CC(C2N=[C:59]([N:67]3[CH2:72][CH2:71][O:70][CH2:69][CH2:68]3)[C:60]3[CH2:66][CH2:65][NH:64][CH2:63][C:61]=3N=2)=CC=1)=O)C. (3) The reactants are: [F:1][C:2]1[CH:7]=[CH:6][C:5]([N:8]2[C:12](=[O:13])[C:11]([C:14]([OH:16])=O)=[CH:10][N:9]2[CH3:17])=[CH:4][CH:3]=1.[NH2:18][C:19]1[CH:40]=[CH:39][C:22]([O:23][C:24]2[CH:25]=[CH:26][C:27]3[N:28]([CH:30]=[C:31]([NH:33][C:34]([CH:36]4[CH2:38][CH2:37]4)=[O:35])[N:32]=3)[CH:29]=2)=[C:21]([F:41])[CH:20]=1.CN(C(ON1N=NC2C=CC=NC1=2)=[N+](C)C)C.F[P-](F)(F)(F)(F)F.C(N(CC)C(C)C)(C)C. Given the product [CH:36]1([C:34]([NH:33][C:31]2[N:32]=[C:27]3[CH:26]=[CH:25][C:24]([O:23][C:22]4[CH:39]=[CH:40][C:19]([NH:18][C:14]([C:11]5[C:12](=[O:13])[N:8]([C:5]6[CH:4]=[CH:3][C:2]([F:1])=[CH:7][CH:6]=6)[N:9]([CH3:17])[CH:10]=5)=[O:16])=[CH:20][C:21]=4[F:41])=[CH:29][N:28]3[CH:30]=2)=[O:35])[CH2:37][CH2:38]1, predict the reactants needed to synthesize it.